This data is from Full USPTO retrosynthesis dataset with 1.9M reactions from patents (1976-2016). The task is: Predict the reactants needed to synthesize the given product. (1) Given the product [Cl:1][C:2]1[C:8]([N+:10]([O-:12])=[O:11])=[CH:7][C:5]([NH2:6])=[C:4]([F:9])[CH:3]=1, predict the reactants needed to synthesize it. The reactants are: [Cl:1][C:2]1[CH:8]=[CH:7][C:5]([NH2:6])=[C:4]([F:9])[CH:3]=1.[N+:10]([O-])([OH:12])=[O:11]. (2) Given the product [OH:27][C@@H:17]1[CH2:18][CH2:19][C@@:20]2([CH3:21])[C@H:15](/[C:14](=[CH:28]/[CH3:29])/[C:13](=[O:30])[C@@H:12]3[C@@H:22]2[CH2:23][CH2:24][C@@:25]2([CH3:26])[C@H:11]3[CH2:10][CH2:9][C@@H:8]2[C@H:6]([CH3:7])[CH2:5][CH2:4][C:3]([OH:31])=[O:2])[CH2:16]1, predict the reactants needed to synthesize it. The reactants are: C[O:2][C:3](=[O:31])[CH2:4][CH2:5][C@H:6]([C@@H:8]1[C@:25]2([CH3:26])[C@H:11]([C@H:12]3[C@H:22]([CH2:23][CH2:24]2)[C@:20]2([CH3:21])[C@@H:15]([CH2:16][C@H:17]([OH:27])[CH2:18][CH2:19]2)/[C:14](=[CH:28]/[CH3:29])/[C:13]3=[O:30])[CH2:10][CH2:9]1)[CH3:7].[OH-].[Na+]. (3) Given the product [F:39][C:34]1[CH:35]=[CH:36][CH:37]=[CH:38][C:33]=1[C:32]1[S:31][C:30]([CH3:40])=[N:29][C:28]=1[C:26]([N:21]1[CH2:22][CH:23]2[CH:19]([CH2:25][N:24]2[C:9]2[CH:18]=[N:17][C:16]3[C:11](=[CH:12][CH:13]=[CH:14][CH:15]=3)[N:10]=2)[CH2:20]1)=[O:27], predict the reactants needed to synthesize it. The reactants are: C12N([C:9]3[CH:18]=[N:17][C:16]4[C:11](=[CH:12][CH:13]=[CH:14][CH:15]=4)[N:10]=3)CC1CCNC2.[CH:19]12[CH2:25][NH:24][CH:23]1[CH2:22][N:21]([C:26]([C:28]1[N:29]=[C:30]([CH3:40])[S:31][C:32]=1[C:33]1[CH:38]=[CH:37][CH:36]=[CH:35][C:34]=1[F:39])=[O:27])[CH2:20]2.ClC1C=NC2C(=CC=CC=2)N=1.